This data is from Retrosynthesis with 50K atom-mapped reactions and 10 reaction types from USPTO. The task is: Predict the reactants needed to synthesize the given product. (1) Given the product CC=Cc1c(F)ccc(C2OCCO2)c1Cl, predict the reactants needed to synthesize it. The reactants are: CC(C)(C)[O-].O=Cc1c(F)ccc(C2OCCO2)c1Cl. (2) The reactants are: COC(=O)c1cccc(C(C)=O)c1. Given the product COC(=O)c1cccc(C(C)O)c1, predict the reactants needed to synthesize it. (3) Given the product CN(CCCN(C)C(=O)c1ccc(NCCC(=O)O)cc1)C(=O)OC(C)(C)C, predict the reactants needed to synthesize it. The reactants are: CCOC(=O)CCNc1ccc(C(=O)N(C)CCCN(C)C(=O)OC(C)(C)C)cc1. (4) Given the product COC(=O)[C@@H](NC(=O)OC(C)(C)C)[C@@H](C)c1ccc(OCC[C@@H](C)C2CCN(c3nc(C(C)C)no3)CC2)cc1F, predict the reactants needed to synthesize it. The reactants are: CC(C)c1noc(N2CCC([C@H](C)CCO)CC2)n1.COC(=O)[C@@H](NC(=O)OC(C)(C)C)[C@@H](C)c1ccc(O)cc1F. (5) Given the product CNc1cc2c(c(C)c1F)c(=O)c(C(=O)O)cn2-c1cc(N)c(F)cc1F, predict the reactants needed to synthesize it. The reactants are: CN.Cc1c(F)c(F)cc2c1c(=O)c(C(=O)O)cn2-c1cc(N)c(F)cc1F. (6) Given the product CCCc1nc2c(C)cc(-c3cn(CC4CC4)cn3)cc2n1Cc1ccc(-c2ccccc2C(=O)O)cc1, predict the reactants needed to synthesize it. The reactants are: CCCc1nc2c(C)cc(-c3cn(CC4CC4)cn3)cc2n1Cc1ccc(-c2ccccc2C(=O)OC(C)(C)C)cc1. (7) The reactants are: CCNC(=O)Nc1cc(-c2nc(C(F)(F)F)cs2)c(B2OC(C)(C)C(C)(C)O2)cn1.FC(F)c1nnc(-c2cncc(Br)c2)[nH]1. Given the product CCNC(=O)Nc1cc(-c2nc(C(F)(F)F)cs2)c(-c2cncc(-c3nnc(C(F)F)[nH]3)c2)cn1, predict the reactants needed to synthesize it. (8) Given the product CCOC(=O)/C=C(\c1ccccc1)c1ccc(C#CCN(C)C)cc1, predict the reactants needed to synthesize it. The reactants are: C#CCN(C)C.CCOC(=O)/C=C(\c1ccccc1)c1ccc(Br)cc1. (9) The reactants are: Cc1ccc(Br)cc1.Cc1cccc(Cl)c1N. Given the product Cc1ccc(Nc2c(C)cccc2Cl)cc1, predict the reactants needed to synthesize it. (10) The reactants are: CCCCC(=O)Cl.COC(=O)[C@@H](NCc1ccc(-c2ccccc2C#N)cc1)C(C)C. Given the product CCCCC(=O)N(Cc1ccc(-c2ccccc2C#N)cc1)[C@H](C(=O)OC)C(C)C, predict the reactants needed to synthesize it.